From a dataset of Full USPTO retrosynthesis dataset with 1.9M reactions from patents (1976-2016). Predict the reactants needed to synthesize the given product. (1) Given the product [CH2:1]([O:8][C:9](=[O:10])[NH:11][C:12]1[CH:17]=[CH:16][C:15]([N:18]([CH:19]2[CH2:24][CH2:23][N:22]([C:50](=[O:51])[C@@H:49]([NH:48][C:46]([N:39]3[CH2:45][CH2:44][CH2:43][CH2:42][CH2:41][CH2:40]3)=[O:47])[CH2:53][CH:54]([CH3:56])[CH3:55])[CH2:21][CH2:20]2)[CH2:25][CH:26]=[C:27]([CH3:29])[CH3:28])=[CH:14][CH:13]=1)[C:2]1[CH:3]=[CH:4][CH:5]=[CH:6][CH:7]=1, predict the reactants needed to synthesize it. The reactants are: [CH2:1]([O:8][C:9]([NH:11][C:12]1[CH:17]=[CH:16][C:15]([N:18]([CH2:25][CH:26]=[C:27]([CH3:29])[CH3:28])[CH:19]2[CH2:24][CH2:23][NH:22][CH2:21][CH2:20]2)=[CH:14][CH:13]=1)=[O:10])[C:2]1[CH:7]=[CH:6][CH:5]=[CH:4][CH:3]=1.CCN(C(C)C)C(C)C.[N:39]1([C:46]([NH:48][C@@H:49]([CH2:53][CH:54]([CH3:56])[CH3:55])[C:50](O)=[O:51])=[O:47])[CH2:45][CH2:44][CH2:43][CH2:42][CH2:41][CH2:40]1.CN(C(ON1N=NC2C=CC=CC1=2)=[N+](C)C)C.F[P-](F)(F)(F)(F)F. (2) Given the product [Br:1][C:2]1[N:7]=[CH:6][C:5]([O:8][C:10]2[CH:17]=[CH:16][C:13]([C:14]#[N:15])=[CH:12][CH:11]=2)=[CH:4][CH:3]=1, predict the reactants needed to synthesize it. The reactants are: [Br:1][C:2]1[N:7]=[CH:6][C:5]([OH:8])=[CH:4][CH:3]=1.F[C:10]1[CH:17]=[CH:16][C:13]([C:14]#[N:15])=[CH:12][CH:11]=1.C([O-])([O-])=O.[K+].[K+]. (3) Given the product [Cl:9][C:10]1[N:19]=[C:18]([N:6]2[CH2:7][CH2:8][C@H:4]([NH:3][CH2:1][CH3:2])[CH2:5]2)[C:17]2[C:12](=[CH:13][C:14]([O:23][CH3:24])=[C:15]([O:21][CH3:22])[CH:16]=2)[N:11]=1, predict the reactants needed to synthesize it. The reactants are: [CH2:1]([NH:3][C@H:4]1[CH2:8][CH2:7][NH:6][CH2:5]1)[CH3:2].[Cl:9][C:10]1[N:19]=[C:18](Cl)[C:17]2[C:12](=[CH:13][C:14]([O:23][CH3:24])=[C:15]([O:21][CH3:22])[CH:16]=2)[N:11]=1. (4) Given the product [CH3:1][O:2][CH:3]1[CH2:8][NH:7][CH2:6][CH:5]([C:9]([O:11][CH3:12])=[O:10])[CH2:4]1, predict the reactants needed to synthesize it. The reactants are: [CH3:1][O:2][C:3]1[CH:4]=[C:5]([C:9]([O:11][CH3:12])=[O:10])[CH:6]=[N:7][CH:8]=1. (5) Given the product [Br:1][C:2]1[N:6]([CH2:8][C:9]2[CH:18]=[CH:17][C:12]([C:13]([O:15][CH3:16])=[O:14])=[CH:11][CH:10]=2)[N:5]=[CH:4][CH:3]=1, predict the reactants needed to synthesize it. The reactants are: [Br:1][C:2]1[NH:6][N:5]=[CH:4][CH:3]=1.Br[CH2:8][C:9]1[CH:18]=[CH:17][C:12]([C:13]([O:15][CH3:16])=[O:14])=[CH:11][CH:10]=1.C([O-])([O-])=O.[K+].[K+].CC(=O)CC. (6) Given the product [CH3:17][C:14]([O:13][C:11]([C:1]1[CH:2]=[C:3]([CH:4]=[CH:5][CH:6]=1)[C:7]([OH:9])=[O:8])=[O:12])([CH3:15])[CH3:16], predict the reactants needed to synthesize it. The reactants are: [C:1]1([C:11]([O:13][C:14]([CH3:17])([CH3:16])[CH3:15])=[O:12])[CH:6]=[CH:5][CH:4]=[C:3]([C:7]([O:9]C)=[O:8])[CH:2]=1.[OH-].[Li+]. (7) Given the product [Cl:1][C:2]1[CH:3]=[CH:4][C:5]([C:8]2[S:9][C:10]3[C:16](=[O:17])[O:18][CH2:14][CH2:13][C:11]=3[N:12]=2)=[CH:6][CH:7]=1, predict the reactants needed to synthesize it. The reactants are: [Cl:1][C:2]1[CH:7]=[CH:6][C:5]([C:8]2[S:9][C:10]([C:16]([OH:18])=[O:17])=[C:11]([CH2:13][CH2:14]O)[N:12]=2)=[CH:4][CH:3]=1.C1(C)C=CC=CC=1.